Dataset: Peptide-MHC class I binding affinity with 185,985 pairs from IEDB/IMGT. Task: Regression. Given a peptide amino acid sequence and an MHC pseudo amino acid sequence, predict their binding affinity value. This is MHC class I binding data. (1) The peptide sequence is AINSEMFLR. The MHC is HLA-B07:02 with pseudo-sequence HLA-B07:02. The binding affinity (normalized) is 0. (2) The peptide sequence is KVFFGPIYY. The MHC is HLA-B07:02 with pseudo-sequence HLA-B07:02. The binding affinity (normalized) is 0.0847. (3) The peptide sequence is SPRSRNRSF. The MHC is HLA-A02:01 with pseudo-sequence HLA-A02:01. The binding affinity (normalized) is 0.0847. (4) The peptide sequence is RVVRPWGSY. The MHC is HLA-A02:01 with pseudo-sequence HLA-A02:01. The binding affinity (normalized) is 0.0847.